This data is from Forward reaction prediction with 1.9M reactions from USPTO patents (1976-2016). The task is: Predict the product of the given reaction. (1) Given the reactants N12CCCN=C1CCCCC2.[Cl:12][C:13]1[N:14]=[C:15](Cl)[C:16]2[CH2:21][CH2:20][CH2:19][C:17]=2[N:18]=1.[CH3:23][O:24][C:25](=[O:34])[CH2:26][C:27]1[CH:32]=[CH:31][C:30]([OH:33])=[CH:29][CH:28]=1.O, predict the reaction product. The product is: [CH3:23][O:24][C:25](=[O:34])[CH2:26][C:27]1[CH:32]=[CH:31][C:30]([O:33][C:15]2[C:16]3[CH2:21][CH2:20][CH2:19][C:17]=3[N:18]=[C:13]([Cl:12])[N:14]=2)=[CH:29][CH:28]=1. (2) Given the reactants [C:1]([O:4][CH2:5][C:6]([N:8]1[CH2:17][CH2:16][C:15]2[C:10](=[CH:11][CH:12]=[C:13]([C:18]3[CH:23]=[CH:22][C:21]([CH2:24][CH2:25][O:26][Si](C(C)(C)C)(C)C)=[CH:20][CH:19]=3)[CH:14]=2)[CH2:9]1)=[O:7])(=[O:3])[CH3:2].Br.C([O-])(O)=O.[Na+], predict the reaction product. The product is: [C:1]([O:4][CH2:5][C:6]([N:8]1[CH2:17][CH2:16][C:15]2[C:10](=[CH:11][CH:12]=[C:13]([C:18]3[CH:19]=[CH:20][C:21]([CH2:24][CH2:25][OH:26])=[CH:22][CH:23]=3)[CH:14]=2)[CH2:9]1)=[O:7])(=[O:3])[CH3:2]. (3) The product is: [C:31]1([C:34]2[CH:35]=[CH:36][CH:37]=[CH:38][CH:39]=2)[CH:30]=[CH:29][C:28]([C:24]2[O:25][C:26]([CH3:27])=[C:22]([CH2:21][CH2:20][O:19][C:11]3[CH:10]=[C:9]([CH:14]=[CH:13][C:12]=3[CH2:15][CH2:16][CH2:17][CH3:18])[O:8][C:5]([CH3:6])([CH3:7])[C:4]([OH:40])=[O:3])[N:23]=2)=[CH:33][CH:32]=1. Given the reactants C([O:3][C:4](=[O:40])[C:5]([O:8][C:9]1[CH:14]=[CH:13][C:12]([CH2:15][CH2:16][CH2:17][CH3:18])=[C:11]([O:19][CH2:20][CH2:21][C:22]2[N:23]=[C:24]([C:28]3[CH:33]=[CH:32][C:31]([C:34]4[CH:39]=[CH:38][CH:37]=[CH:36][CH:35]=4)=[CH:30][CH:29]=3)[O:25][C:26]=2[CH3:27])[CH:10]=1)([CH3:7])[CH3:6])C.[OH-].[Na+], predict the reaction product. (4) Given the reactants [F:1][C:2]1[C:7]([OH:8])=[CH:6][CH:5]=[C:4]([F:9])[C:3]=1[NH:10][C:11](=O)[C:12]1[CH:17]=[C:16]([C:18]2[CH:23]=[C:22]([F:24])[CH:21]=[C:20]([F:25])[CH:19]=2)[CH:15]=[C:14]([CH3:26])[C:13]=1[CH3:27], predict the reaction product. The product is: [F:24][C:22]1[CH:23]=[C:18]([C:16]2[CH:15]=[C:14]([CH3:26])[C:13]([CH3:27])=[C:12]([CH2:11][NH:10][C:3]3[C:2]([F:1])=[C:7]([OH:8])[CH:6]=[CH:5][C:4]=3[F:9])[CH:17]=2)[CH:19]=[C:20]([F:25])[CH:21]=1. (5) Given the reactants [Cl:1][C:2]1[C:3]([O:20][CH3:21])=[C:4]([C:8]([CH3:19])([CH3:18])[CH2:9][C:10]([OH:17])([C:13]([F:16])([F:15])[F:14])[CH:11]=O)[CH:5]=[CH:6][CH:7]=1.[NH2:22][C:23]1[CH:32]=[CH:31][C:30]2[C:25](=[C:26]([F:34])[CH:27]=[CH:28][C:29]=2[NH2:33])[N:24]=1, predict the reaction product. The product is: [NH2:22][C:23]1[CH:32]=[CH:31][C:30]2[C:25](=[C:26]([F:34])[CH:27]=[CH:28][C:29]=2[NH:33][CH:11]2[C:5]3[C:4](=[C:3]([O:20][CH3:21])[C:2]([Cl:1])=[CH:7][CH:6]=3)[C:8]([CH3:18])([CH3:19])[CH2:9][C:10]2([OH:17])[C:13]([F:14])([F:16])[F:15])[N:24]=1. (6) Given the reactants [CH2:1]([O:8][C:9]([NH:11][CH:12]([C:17]1[CH:22]=[CH:21][CH:20]=[C:19]([O:23][CH2:24][C:25]2[CH:30]=[CH:29][CH:28]=[CH:27][CH:26]=2)[CH:18]=1)[C:13]([O:15]C)=[O:14])=[O:10])[C:2]1[CH:7]=[CH:6][CH:5]=[CH:4][CH:3]=1.[OH-].[Li+], predict the reaction product. The product is: [CH2:1]([O:8][C:9]([NH:11][CH:12]([C:17]1[CH:22]=[CH:21][CH:20]=[C:19]([O:23][CH2:24][C:25]2[CH:30]=[CH:29][CH:28]=[CH:27][CH:26]=2)[CH:18]=1)[C:13]([OH:15])=[O:14])=[O:10])[C:2]1[CH:7]=[CH:6][CH:5]=[CH:4][CH:3]=1. (7) Given the reactants Cl[C:2]1[N:3]=[CH:4][C:5]2[N:6]([CH3:21])[C:7](=[O:20])[C:8]([F:19])([F:18])[CH2:9][N:10]([CH:13]3[CH2:17][CH2:16][CH2:15][CH2:14]3)[C:11]=2[N:12]=1.[F:22][C:23]1[CH:24]=[CH:25][C:26]([CH3:30])=[C:27]([CH:29]=1)[NH2:28], predict the reaction product. The product is: [CH:13]1([N:10]2[CH2:9][C:8]([F:19])([F:18])[C:7](=[O:20])[N:6]([CH3:21])[C:5]3[CH:4]=[N:3][C:2]([NH:28][C:27]4[CH:29]=[C:23]([F:22])[CH:24]=[CH:25][C:26]=4[CH3:30])=[N:12][C:11]2=3)[CH2:17][CH2:16][CH2:15][CH2:14]1. (8) Given the reactants [Cl:1][C:2]1[C:3]([F:22])=[C:4]([C:12]2[CH:13]=[N:14][CH:15]=[C:16]([S:18]([CH3:21])(=[O:20])=[O:19])[CH:17]=2)[C:5]([OH:11])=[C:6]([C:8](=[O:10])[CH3:9])[CH:7]=1.[CH2:23](O)[CH3:24].C1(P(C2C=CC=CC=2)C2C=CC=CC=2)C=CC=CC=1.N(C(OC(C)C)=O)=NC(OC(C)C)=O, predict the reaction product. The product is: [Cl:1][C:2]1[C:3]([F:22])=[C:4]([C:12]2[CH:13]=[N:14][CH:15]=[C:16]([S:18]([CH3:21])(=[O:20])=[O:19])[CH:17]=2)[C:5]([O:11][CH2:23][CH3:24])=[C:6]([C:8](=[O:10])[CH3:9])[CH:7]=1. (9) Given the reactants CS[C:3]1[O:4][C:5]2[CH:6]=[N:7][CH:8]=[CH:9][C:10]=2[N:11]=1.[C:12]([O:16][C:17]([N:19]1[CH2:24][CH2:23][CH:22]([NH2:25])[CH2:21][CH2:20]1)=[O:18])([CH3:15])([CH3:14])[CH3:13].C(=O)([O-])O.[Na+], predict the reaction product. The product is: [C:12]([O:16][C:17]([N:19]1[CH2:24][CH2:23][CH:22]([NH:25][C:3]2[O:4][C:5]3[CH:6]=[N:7][CH:8]=[CH:9][C:10]=3[N:11]=2)[CH2:21][CH2:20]1)=[O:18])([CH3:15])([CH3:13])[CH3:14]. (10) The product is: [F:42][C:41]([F:44])([F:43])[S:38]([O:1][C:2]1[CH:3]=[CH:4][C:5]([C:13]([N:15]2[CH2:16][C@H:17]([O:22][C:23]3[C:28]([CH3:29])=[C:27]([C:30]#[N:31])[CH:26]=[CH:25][N:24]=3)[CH2:18][CH2:19][C@H:20]2[CH3:21])=[O:14])=[C:6]([N:8]2[N:9]=[CH:10][CH:11]=[N:12]2)[N:7]=1)(=[O:40])=[O:39]. Given the reactants [OH:1][C:2]1[N:7]=[C:6]([N:8]2[N:12]=[CH:11][CH:10]=[N:9]2)[C:5]([C:13]([N:15]2[C@H:20]([CH3:21])[CH2:19][CH2:18][C@@H:17]([O:22][C:23]3[C:28]([CH3:29])=[C:27]([C:30]#[N:31])[CH:26]=[CH:25][N:24]=3)[CH2:16]2)=[O:14])=[CH:4][CH:3]=1.N1C=CC=CC=1.[S:38](O[S:38]([C:41]([F:44])([F:43])[F:42])(=[O:40])=[O:39])([C:41]([F:44])([F:43])[F:42])(=[O:40])=[O:39], predict the reaction product.